From a dataset of Full USPTO retrosynthesis dataset with 1.9M reactions from patents (1976-2016). Predict the reactants needed to synthesize the given product. (1) Given the product [Cl:25][CH2:26][C:27]([N:13]1[CH2:12][CH2:11][N:10]([C:7]2[CH:8]=[CH:9][C:4]([Cl:3])=[C:5]([O:16][CH3:17])[CH:6]=2)[CH2:15][CH2:14]1)=[O:28], predict the reactants needed to synthesize it. The reactants are: Cl.Cl.[Cl:3][C:4]1[CH:9]=[CH:8][C:7]([N:10]2[CH2:15][CH2:14][NH:13][CH2:12][CH2:11]2)=[CH:6][C:5]=1[O:16][CH3:17].O.C([O-])([O-])=O.[K+].[K+].[Cl:25][CH2:26][C:27](Cl)=[O:28]. (2) The reactants are: Cl.Cl.[Cl:3][C:4]1[CH:9]=[C:8]([Cl:10])[CH:7]=[CH:6][C:5]=1[C:11]1[CH:16]=[CH:15][C:14]([O:17][C:18]([F:21])([F:20])[F:19])=[C:13]([CH2:22][NH:23][C@H:24]2[CH2:29][CH2:28][NH:27][CH2:26][C@H:25]2[C:30]2[CH:35]=[CH:34][CH:33]=[CH:32][CH:31]=2)[CH:12]=1.[O:36]=[C:37]1[CH2:42][CH:41]([C:43](O)=[O:44])[CH2:40][C:39](=[O:46])[NH:38]1.Cl.C(OCC)(=O)C. Given the product [ClH:3].[Cl:3][C:4]1[CH:9]=[C:8]([Cl:10])[CH:7]=[CH:6][C:5]=1[C:11]1[CH:16]=[CH:15][C:14]([O:17][C:18]([F:19])([F:20])[F:21])=[C:13]([CH2:22][NH:23][C@H:24]2[CH2:29][CH2:28][N:27]([C:43]([CH:41]3[CH2:40][C:39](=[O:46])[NH:38][C:37](=[O:36])[CH2:42]3)=[O:44])[CH2:26][C@H:25]2[C:30]2[CH:31]=[CH:32][CH:33]=[CH:34][CH:35]=2)[CH:12]=1, predict the reactants needed to synthesize it.